Dataset: Full USPTO retrosynthesis dataset with 1.9M reactions from patents (1976-2016). Task: Predict the reactants needed to synthesize the given product. (1) Given the product [Si:1]([O:8][C@H:9]1[CH2:13][N:12]([S:14]([C:17]2[CH:18]=[CH:19][C:20]([C:23]([F:24])([F:25])[F:26])=[CH:21][CH:22]=2)(=[O:16])=[O:15])[C@H:11]([CH2:27][CH3:28])[CH2:10]1)([C:4]([CH3:7])([CH3:6])[CH3:5])([CH3:3])[CH3:2], predict the reactants needed to synthesize it. The reactants are: [Si:1]([O:8][C@H:9]1[CH2:13][N:12]([S:14]([C:17]2[CH:22]=[CH:21][C:20]([C:23]([F:26])([F:25])[F:24])=[CH:19][CH:18]=2)(=[O:16])=[O:15])[C@H:11]([CH:27]=[CH2:28])[CH2:10]1)([C:4]([CH3:7])([CH3:6])[CH3:5])([CH3:3])[CH3:2]. (2) Given the product [NH2:25][CH2:24][CH2:23][NH:26][C:2]1[N:11]=[C:10]([N:12]([C:14]2[CH:15]=[CH:16][C:17]([O:20][CH3:21])=[CH:18][CH:19]=2)[CH3:13])[C:9]2[C:4](=[CH:5][CH:6]=[CH:7][CH:8]=2)[N:3]=1, predict the reactants needed to synthesize it. The reactants are: Cl[C:2]1[N:11]=[C:10]([N:12]([C:14]2[CH:19]=[CH:18][C:17]([O:20][CH3:21])=[CH:16][CH:15]=2)[CH3:13])[C:9]2[C:4](=[CH:5][CH:6]=[C:7](C)[CH:8]=2)[N:3]=1.[CH2:23]([NH2:26])[CH2:24][NH2:25].FC(F)(F)C([O-])=O. (3) Given the product [Br:14][C:8]1([O:12][CH3:13])[C:6]2=[N:7][CH:3]([CH2:1][CH3:2])[O:4][C:5]2=[CH:11][CH:10]=[CH:9]1, predict the reactants needed to synthesize it. The reactants are: [CH2:1]([C:3]1[O:4][C:5]2[CH:11]=[CH:10][CH:9]=[C:8]([O:12][CH3:13])[C:6]=2[N:7]=1)[CH3:2].[Br:14]N1C(=O)CCC1=O.O. (4) Given the product [CH3:2][N:3]([CH:5]=[O:6])[CH3:4].[CH3:10][CH2:9][CH2:8][CH2:13][CH2:12][CH3:11], predict the reactants needed to synthesize it. The reactants are: C[CH2:2][N:3]([C:5](O[C:8]1[CH:9]=[CH:10][C:11]2CC[C@@H](NCC#C)[C:12]=2[CH:13]=1)=[O:6])[CH3:4].C[CH2:4][N:3]([C:5](O[C:12]1[CH:13]=[CH:8][C:9]2CC[C@@H](NCC#C)[C:10]=2[CH:11]=1)=[O:6])[CH3:2].C(O)(C(O)=O)C(O)C(O)=O.CCCCCC. (5) Given the product [CH3:45][CH:36]([NH:35][C:20]([CH:16]1[O:17][CH2:18][CH2:19][N:14]([CH2:13][C:7]2[CH:8]=[CH:9][CH:10]=[CH:11][CH:12]=2)[CH2:15]1)=[O:22])[C:37](=[O:38])[C:39]1[CH:40]=[CH:41][CH:42]=[CH:43][CH:44]=1, predict the reactants needed to synthesize it. The reactants are: C(Cl)(=O)C(Cl)=O.[C:7]1([CH2:13][N:14]2[CH2:19][CH2:18][O:17][CH:16]([C:20]([OH:22])=O)[CH2:15]2)[CH:12]=[CH:11][CH:10]=[CH:9][CH:8]=1.CN(C=O)C.C(N(CC)CC)C.[NH2:35][CH:36]([CH3:45])[C:37]([C:39]1[CH:44]=[CH:43][CH:42]=[CH:41][CH:40]=1)=[O:38]. (6) Given the product [CH2:1]([C:13]1[CH:18]=[CH:17][CH:16]=[CH:15][C:14]=1[S:19]([OH:22])(=[O:20])=[O:21])[CH2:2][CH2:3][CH2:4][CH2:5][CH2:6][CH2:7][CH2:8][CH2:9][CH2:10][CH2:11][CH3:12].[NH2:23][C:24]1[CH:29]=[CH:28][CH:27]=[CH:26][CH:25]=1, predict the reactants needed to synthesize it. The reactants are: [CH2:1]([C:13]1[CH:18]=[CH:17][CH:16]=[CH:15][C:14]=1[S:19]([OH:22])(=[O:21])=[O:20])[CH2:2][CH2:3][CH2:4][CH2:5][CH2:6][CH2:7][CH2:8][CH2:9][CH2:10][CH2:11][CH3:12].[NH2:23][C:24]1[CH:29]=[CH:28][CH:27]=[CH:26][CH:25]=1. (7) Given the product [CH2:27]([O:28][C:10]1[CH:9]=[C:8]([CH2:11][CH2:12][C:13]([OH:15])=[O:14])[CH:7]=[CH:6][CH:5]=1)[CH2:26][CH3:25], predict the reactants needed to synthesize it. The reactants are: C([C:5]1[CH:10]=[CH:9][C:8]([CH2:11][CH2:12][C:13]([OH:15])=[O:14])=[CH:7][CH:6]=1)(C)(C)C.C(C1C=C([CH2:25][CH2:26][C:27](O)=[O:28])C=CC=1)CC.